This data is from Forward reaction prediction with 1.9M reactions from USPTO patents (1976-2016). The task is: Predict the product of the given reaction. (1) Given the reactants [F:1][C:2]1[C:11]([CH2:12][C:13]([OH:15])=[O:14])=[C:10]([F:16])[CH:9]=[C:8]2[C:3]=1[CH:4]=[CH:5][CH:6]=[N:7]2.S(=O)(=O)(O)O.[CH3:22]O, predict the reaction product. The product is: [CH3:22][O:14][C:13](=[O:15])[CH2:12][C:11]1[C:2]([F:1])=[C:3]2[C:8](=[CH:9][C:10]=1[F:16])[N:7]=[CH:6][CH:5]=[CH:4]2. (2) The product is: [O:1]=[C:2]([C:9]1[CH:14]=[CH:13][CH:12]=[CH:11][CH:10]=1)[CH:3]([CH2:23][C:22]1[CH:21]=[CH:20][C:19]([C:18]([F:17])([F:27])[F:28])=[CH:26][CH:25]=1)[C:4]([O:6][CH2:7][CH3:8])=[O:5]. Given the reactants [O:1]=[C:2]([C:9]1[CH:14]=[CH:13][CH:12]=[CH:11][CH:10]=1)[CH2:3][C:4]([O:6][CH2:7][CH3:8])=[O:5].[H-].[Na+].[F:17][C:18]([F:28])([F:27])[C:19]1[CH:26]=[CH:25][C:22]([CH2:23]Br)=[CH:21][CH:20]=1.O, predict the reaction product.